Dataset: Full USPTO retrosynthesis dataset with 1.9M reactions from patents (1976-2016). Task: Predict the reactants needed to synthesize the given product. (1) Given the product [CH3:16][O:17][C:18]1[CH:25]=[C:24]([O:26][CH3:27])[C:23]([C:28]2[N:29]([CH3:37])[C:30]3[C:35]([CH:36]=2)=[CH:34][CH:33]=[CH:32][CH:31]=3)=[CH:22][C:19]=1/[CH:20]=[CH:2]/[C:1]([C:4]1[CH:5]=[CH:6][C:7]([S:10]([N:13]([CH3:14])[CH3:15])(=[O:12])=[O:11])=[CH:8][CH:9]=1)=[O:3], predict the reactants needed to synthesize it. The reactants are: [C:1]([C:4]1[CH:9]=[CH:8][C:7]([S:10]([N:13]([CH3:15])[CH3:14])(=[O:12])=[O:11])=[CH:6][CH:5]=1)(=[O:3])[CH3:2].[CH3:16][O:17][C:18]1[CH:25]=[C:24]([O:26][CH3:27])[C:23]([C:28]2[N:29]([CH3:37])[C:30]3[C:35]([CH:36]=2)=[CH:34][CH:33]=[CH:32][CH:31]=3)=[CH:22][C:19]=1[CH:20]=O. (2) Given the product [C:1]([O:5][C:6]([N:8]1[C:16]2[C:11](=[CH:12][C:13]([CH2:17][CH2:18][CH2:19][CH2:20][CH2:21][OH:22])=[CH:14][CH:15]=2)[CH:10]=[CH:9]1)=[O:7])([CH3:4])([CH3:3])[CH3:2], predict the reactants needed to synthesize it. The reactants are: [C:1]([O:5][C:6]([N:8]1[C:16]2[C:11](=[CH:12][C:13]([C:17]#[C:18][CH2:19][CH2:20][CH2:21][OH:22])=[CH:14][CH:15]=2)[CH:10]=[CH:9]1)=[O:7])([CH3:4])([CH3:3])[CH3:2]. (3) Given the product [C:3]([N:11]1[CH2:16][CH2:15][N:14]([C:17](=[O:29])[C:18]([C:20]2[C:28]3[C:23](=[N:24][CH:25]=[CH:26][CH:27]=3)[N:22]([CH3:31])[CH:21]=2)=[O:19])[C@H:13]([CH3:30])[CH2:12]1)(=[O:10])[C:4]1[CH:5]=[CH:6][CH:7]=[CH:8][CH:9]=1, predict the reactants needed to synthesize it. The reactants are: [H-].[Na+].[C:3]([N:11]1[CH2:16][CH2:15][N:14]([C:17](=[O:29])[C:18]([C:20]2[C:28]3[C:23](=[N:24][CH:25]=[CH:26][CH:27]=3)[NH:22][CH:21]=2)=[O:19])[C@H:13]([CH3:30])[CH2:12]1)(=[O:10])[C:4]1[CH:9]=[CH:8][CH:7]=[CH:6][CH:5]=1.[CH3:31]N(C=O)C. (4) Given the product [F:18][C:14]1[C:13]2[O:6][C:4]([C:3]3[C:2]([NH2:1])=[N:10][CH:9]=[CH:8][CH:7]=3)=[N:11][C:12]=2[CH:17]=[CH:16][CH:15]=1, predict the reactants needed to synthesize it. The reactants are: [NH2:1][C:2]1[N:10]=[CH:9][CH:8]=[CH:7][C:3]=1[C:4]([OH:6])=O.[NH2:11][C:12]1[CH:17]=[CH:16][CH:15]=[C:14]([F:18])[C:13]=1O. (5) Given the product [C:1]([C:5]1[N:6]=[C:7]([N:16]2[CH2:20][CH2:19][C:18]([F:21])([F:22])[CH2:17]2)[C:8]2[C:9](=[N:11][N:12]([CH2:14][C:15]3[C:46]([C:53]([F:55])([F:56])[F:54])=[CH:47][CH:48]=[C:49]([Cl:52])[C:50]=3[Cl:51])[N:13]=2)[N:10]=1)([CH3:2])([CH3:3])[CH3:4], predict the reactants needed to synthesize it. The reactants are: [C:1]([C:5]1[N:6]=[C:7]([N:16]2[CH2:20][CH2:19][C:18]([F:22])([F:21])[CH2:17]2)[C:8]2[C:9](=[N:11][N:12]([CH2:14][CH3:15])[N:13]=2)[N:10]=1)([CH3:4])([CH3:3])[CH3:2].C(C1N=C(N2CCC(F)(F)C2)C2N=NNC=2N=1)(C)(C)C.BrCC1[C:50]([Cl:51])=[C:49]([Cl:52])[CH:48]=[CH:47][C:46]=1[C:53]([F:56])([F:55])[F:54]. (6) Given the product [CH2:46]([O:48][C:49](=[O:70])[C@H:50]([OH:69])[CH2:51][N:52]([CH2:54][C:55]1[CH:56]=[CH:57][C:58]([C:61]2[CH:66]=[C:65]([Cl:67])[CH:64]=[CH:63][C:62]=2[F:68])=[CH:59][CH:60]=1)[NH:53][C:13]([C:4]1[NH:3][C:2](=[O:1])[N:6]([C:7]2[CH:8]=[CH:9][CH:10]=[CH:11][CH:12]=2)[N:5]=1)=[O:15])[CH3:47], predict the reactants needed to synthesize it. The reactants are: [O:1]=[C:2]1[N:6]([C:7]2[CH:12]=[CH:11][CH:10]=[CH:9][CH:8]=2)[N:5]=[C:4]([C:13]([OH:15])=O)[NH:3]1.CN(C(ON1N=NC2C=CC(=CC1=2)Cl)=[N+](C)C)C.F[P-](F)(F)(F)(F)F.CN(C=O)C.[CH2:46]([O:48][C:49](=[O:70])[C@H:50]([OH:69])[CH2:51][N:52]([CH2:54][C:55]1[CH:60]=[CH:59][C:58]([C:61]2[CH:66]=[C:65]([Cl:67])[CH:64]=[CH:63][C:62]=2[F:68])=[CH:57][CH:56]=1)[NH2:53])[CH3:47].CCN(C(C)C)C(C)C. (7) Given the product [Cl:13][C:14]1[N:18]([CH3:19])[N:17]=[C:16]([CH3:20])[C:15]=1[S:21]([NH:1][C:2]1[S:3][CH:4]=[C:5]([CH2:7][C:8]([O:10][CH2:11][CH3:12])=[O:9])[N:6]=1)(=[O:22])=[O:23], predict the reactants needed to synthesize it. The reactants are: [NH2:1][C:2]1[S:3][CH:4]=[C:5]([CH2:7][C:8]([O:10][CH2:11][CH3:12])=[O:9])[N:6]=1.[Cl:13][C:14]1[N:18]([CH3:19])[N:17]=[C:16]([CH3:20])[C:15]=1[S:21](Cl)(=[O:23])=[O:22].